Task: Predict the product of the given reaction.. Dataset: Forward reaction prediction with 1.9M reactions from USPTO patents (1976-2016) The product is: [Br:1][C:15]1[C:14]([C:22]2[CH:27]=[CH:26][C:25]([F:28])=[CH:24][CH:23]=2)=[C:13]([F:12])[C:18]([OH:19])=[C:17]([CH:20]=[O:21])[CH:16]=1. Given the reactants [Br:1]N1C(=O)NC(=O)N(Br)C1=O.[F:12][C:13]1[C:18]([OH:19])=[C:17]([CH:20]=[O:21])[CH:16]=[CH:15][C:14]=1[C:22]1[CH:27]=[CH:26][C:25]([F:28])=[CH:24][CH:23]=1, predict the reaction product.